From a dataset of Catalyst prediction with 721,799 reactions and 888 catalyst types from USPTO. Predict which catalyst facilitates the given reaction. (1) The catalyst class is: 2. Reactant: [CH2:1]([NH:5][CH2:6][C:7]1[CH:14]=[CH:13][C:10]([C:11]#[N:12])=[CH:9][CH:8]=1)[CH:2]([CH3:4])[CH3:3].C(N(CC)CC)C.[C:22]([O:26][C:27](O[C:27]([O:26][C:22]([CH3:25])([CH3:24])[CH3:23])=[O:28])=[O:28])([CH3:25])([CH3:24])[CH3:23]. Product: [C:22]([O:26][C:27]([N:5]([CH2:6][C:7]1[CH:14]=[CH:13][C:10]([C:11]#[N:12])=[CH:9][CH:8]=1)[CH2:1][CH:2]([CH3:4])[CH3:3])=[O:28])([CH3:25])([CH3:24])[CH3:23]. (2) Product: [OH:10][C@@H:11]1[CH2:12][CH2:13][C@H:14]([N:17]2[C:18](=[O:27])[C:19]3[C:24](=[CH:23][CH:22]=[CH:21][CH:20]=3)[C:25]2=[O:26])[CH2:15][CH2:16]1. The catalyst class is: 111. Reactant: [N+](C1C=CC(C([O:10][C@H:11]2[CH2:16][CH2:15][C@@H:14]([N:17]3[C:25](=[O:26])[C:24]4[C:19](=[CH:20][CH:21]=[CH:22][CH:23]=4)[C:18]3=[O:27])[CH2:13][CH2:12]2)=O)=CC=1)([O-])=O.C[O-].[Na+].S([O-])(O)(=O)=O.[K+]. (3) Reactant: [NH2:1][C:2]1[CH:10]=[C:9]([Br:11])[C:8]([CH3:12])=[CH:7][C:3]=1[C:4]([OH:6])=[O:5].[N:13]([O-])=O.[Na+].O.O.[Sn](Cl)[Cl:20]. Product: [ClH:20].[Br:11][C:9]1[C:8]([CH3:12])=[CH:7][C:3]([C:4]([OH:6])=[O:5])=[C:2]([NH:1][NH2:13])[CH:10]=1. The catalyst class is: 126. (4) Reactant: CO[C:3](=[O:24])[C:4]([C:14](=[O:23])[C:15]1[CH:20]=[CH:19][C:18]([CH3:21])=[C:17]([CH3:22])[CH:16]=1)=[CH:5][NH:6][C:7]1[CH:12]=[CH:11][CH:10]=[C:9]([CH3:13])[N:8]=1. Product: [CH3:22][C:17]1[CH:16]=[C:15]([CH:20]=[CH:19][C:18]=1[CH3:21])[C:14]([C:4]1[C:3](=[O:24])[C:12]2[C:7](=[N:8][C:9]([CH3:13])=[CH:10][CH:11]=2)[NH:6][CH:5]=1)=[O:23]. The catalyst class is: 400.